From a dataset of Forward reaction prediction with 1.9M reactions from USPTO patents (1976-2016). Predict the product of the given reaction. (1) Given the reactants C([N:8]([C@H:20]([CH2:31][OH:32])[CH2:21][C:22]1[CH:27]=[CH:26][C:25]([C:28](=O)[CH3:29])=[CH:24][CH:23]=1)[CH2:9][C@H:10]([OH:19])[CH2:11][O:12][C:13]1[CH:18]=[CH:17][CH:16]=[CH:15][CH:14]=1)C1C=CC=CC=1.[OH2:33].[OH2:34].O.[N+]([O-])([O-])=O.[Tl+].Cl(O)(=O)(=O)=O.O1CCOCC1, predict the reaction product. The product is: [OH:32][CH2:31][C@@H:20]([NH:8][CH2:9][C@H:10]([OH:19])[CH2:11][O:12][C:13]1[CH:14]=[CH:15][CH:16]=[CH:17][CH:18]=1)[CH2:21][C:22]1[CH:23]=[CH:24][C:25]([CH2:28][C:29]([OH:34])=[O:33])=[CH:26][CH:27]=1. (2) Given the reactants [N+](C1C=CC(COC([N:12]2[CH2:15][CH:14]([NH:16][C:17]([C:19]3[N:20]=[C:21]([N:24]4[CH2:27][CH:26]([S:28][C:29]5[C@H:30]([CH3:53])[C@@H:31]6[C@@H:48]([C@H:49]([OH:51])[CH3:50])[C:47](=[O:52])[N:32]6[C:33]=5[C:34]([O:36]CC5C=CC([N+]([O-])=O)=CC=5)=[O:35])[CH2:25]4)[S:22][CH:23]=3)=[O:18])[CH2:13]2)=O)=CC=1)([O-])=O, predict the reaction product. The product is: [NH:12]1[CH2:15][CH:14]([NH:16][C:17]([C:19]2[N:20]=[C:21]([N:24]3[CH2:27][CH:26]([S:28][C:29]4[C@H:30]([CH3:53])[C@@H:31]5[C@@H:48]([C@H:49]([OH:51])[CH3:50])[C:47](=[O:52])[N:32]5[C:33]=4[C:34]([OH:36])=[O:35])[CH2:25]3)[S:22][CH:23]=2)=[O:18])[CH2:13]1. (3) Given the reactants [CH3:1][S:2][C:3]1[N:8]=[C:7]([O:9][C:10]2[C:19]3[C:14](=[CH:15][CH:16]=[CH:17][CH:18]=3)[C:13]([NH:20][C:21](=[O:27])OC(C)(C)C)=[CH:12][CH:11]=2)[CH:6]=[CH:5][N:4]=1.[F:28][CH:29]1COCC(C2C(C(O)=O)=CC=CC=2)N1.[Cl-].ClC1N(C)[CH2:49][CH2:48][NH+]1C.[CH:53]([NH:56][CH:57]([CH3:59])[CH3:58])([CH3:55])C.[O:60]1[CH2:65][CH2:64]OCC1, predict the reaction product. The product is: [F:28][C:29]1[CH:48]=[C:49]([CH:58]=[C:57]([N:56]2[CH2:64][CH2:65][O:60][CH2:55][CH2:53]2)[CH:59]=1)[C:21]([NH:20][C:13]1[C:14]2[C:19](=[CH:18][CH:17]=[CH:16][CH:15]=2)[C:10]([O:9][C:7]2[CH:6]=[CH:5][N:4]=[C:3]([S:2][CH3:1])[N:8]=2)=[CH:11][CH:12]=1)=[O:27].